From a dataset of NCI-60 drug combinations with 297,098 pairs across 59 cell lines. Regression. Given two drug SMILES strings and cell line genomic features, predict the synergy score measuring deviation from expected non-interaction effect. (1) Drug 1: COC1=CC(=CC(=C1O)OC)C2C3C(COC3=O)C(C4=CC5=C(C=C24)OCO5)OC6C(C(C7C(O6)COC(O7)C8=CC=CS8)O)O. Drug 2: C1=CN(C(=O)N=C1N)C2C(C(C(O2)CO)O)O.Cl. Cell line: BT-549. Synergy scores: CSS=54.2, Synergy_ZIP=-0.235, Synergy_Bliss=1.75, Synergy_Loewe=4.61, Synergy_HSA=6.94. (2) Drug 1: CC12CCC3C(C1CCC2=O)CC(=C)C4=CC(=O)C=CC34C. Drug 2: C1=CC=C(C(=C1)C(C2=CC=C(C=C2)Cl)C(Cl)Cl)Cl. Cell line: SF-268. Synergy scores: CSS=43.7, Synergy_ZIP=-1.16, Synergy_Bliss=0.519, Synergy_Loewe=1.02, Synergy_HSA=0.404. (3) Drug 1: C1CCC(CC1)NC(=O)N(CCCl)N=O. Drug 2: C1CN1P(=S)(N2CC2)N3CC3. Cell line: DU-145. Synergy scores: CSS=29.2, Synergy_ZIP=-11.1, Synergy_Bliss=-5.93, Synergy_Loewe=-13.0, Synergy_HSA=-5.97.